This data is from Catalyst prediction with 721,799 reactions and 888 catalyst types from USPTO. The task is: Predict which catalyst facilitates the given reaction. (1) Reactant: [OH:1][C:2]1[CH:12]=[CH:11][C:5]([CH:6]=[CH:7][C:8](O)=[O:9])=[CH:4][CH:3]=1.[CH3:13][O:14][C:15](=[O:25])[C@H:16]([CH2:18][C:19]1[CH:24]=[CH:23][CH:22]=[CH:21][CH:20]=1)[NH2:17].O.ON1C2C=CC=CC=2N=N1.Cl.CN(C)CCCN=C=NCC. Product: [CH3:13][O:14][C:15](=[O:25])[CH:16]([NH:17][C:8](=[O:9])[CH:7]=[CH:6][C:5]1[CH:11]=[CH:12][C:2]([OH:1])=[CH:3][CH:4]=1)[CH2:18][C:19]1[CH:24]=[CH:23][CH:22]=[CH:21][CH:20]=1. The catalyst class is: 289. (2) Reactant: [NH2:1][C:2]1[CH:3]=[CH:4][C:5]([O:12][CH:13]([C:21]2[CH:26]=[CH:25][CH:24]=[CH:23][C:22]=2[F:27])[C:14]2[CH:19]=[CH:18][CH:17]=[CH:16][C:15]=2[F:20])=[C:6]([CH:11]=1)[C:7]([O:9][CH3:10])=[O:8].[CH3:28][O:29][C:30]1[CH:31]=[C:32]([N:38]=[C:39]=[O:40])[CH:33]=[CH:34][C:35]=1[O:36][CH3:37]. Product: [F:27][C:22]1[CH:23]=[CH:24][CH:25]=[CH:26][C:21]=1[CH:13]([C:14]1[CH:19]=[CH:18][CH:17]=[CH:16][C:15]=1[F:20])[O:12][C:5]1[CH:4]=[CH:3][C:2]([NH:1][C:39]([NH:38][C:32]2[CH:33]=[CH:34][C:35]([O:36][CH3:37])=[C:30]([O:29][CH3:28])[CH:31]=2)=[O:40])=[CH:11][C:6]=1[C:7]([O:9][CH3:10])=[O:8]. The catalyst class is: 1. (3) Reactant: [CH2:1]([CH:4]([S:8]([CH2:11][C@@H:12]([C:14]([OH:16])=[O:15])[NH2:13])(=[O:10])=[O:9])[CH2:5][CH2:6][CH3:7])[CH2:2][CH3:3].[C:17](NC(=O)CCC(N)=O)([O:19][CH2:20][C:21]1[CH:26]=[CH:25][CH:24]=[CH:23][CH:22]=1)=[O:18]. Product: [CH2:20]([O:19][C:17]([NH:13][C@H:12]([C:14]([OH:16])=[O:15])[CH2:11][S:8]([CH:4]([CH2:5][CH2:6][CH3:7])[CH2:1][CH2:2][CH3:3])(=[O:9])=[O:10])=[O:18])[C:21]1[CH:26]=[CH:25][CH:24]=[CH:23][CH:22]=1. The catalyst class is: 2. (4) Reactant: [O:1]1[C:5]2[CH:6]=[CH:7][C:8]([C:10]3[CH2:11][C:12]([CH3:16])([CH3:15])[CH2:13][N:14]=3)=[CH:9][C:4]=2[O:3][CH2:2]1.C(O[BH-](OC(=O)C)OC(=O)C)(=O)C.[Na+].[Na].C(O)(=O)C. Product: [O:1]1[C:5]2[CH:6]=[CH:7][C:8]([CH:10]3[CH2:11][C:12]([CH3:16])([CH3:15])[CH2:13][NH:14]3)=[CH:9][C:4]=2[O:3][CH2:2]1. The catalyst class is: 382. (5) Reactant: [NH2:1][C:2]1[N:7]=[CH:6][N:5]=[C:4]2[N:8]([CH:19]([C:21]3[O:22][C:23](=[O:37])[C:24]4[C:29]([C:30]=3[C:31]3[CH:36]=[CH:35][CH:34]=[CH:33][CH:32]=3)=[CH:28][CH:27]=[CH:26][CH:25]=4)[CH3:20])[N:9]=[C:10]([C:11]3[CH:16]=[C:15]([OH:17])[CH:14]=[C:13]([F:18])[CH:12]=3)[C:3]=12.N1C=CN=C1.CN(C=O)C.[CH3:48][C:49]([Si:52](Cl)([CH3:54])[CH3:53])([CH3:51])[CH3:50]. Product: [NH2:1][C:2]1[N:7]=[CH:6][N:5]=[C:4]2[N:8]([CH:19]([C:21]3[O:22][C:23](=[O:37])[C:24]4[C:29]([C:30]=3[C:31]3[CH:36]=[CH:35][CH:34]=[CH:33][CH:32]=3)=[CH:28][CH:27]=[CH:26][CH:25]=4)[CH3:20])[N:9]=[C:10]([C:11]3[CH:12]=[C:13]([F:18])[CH:14]=[C:15]([O:17][Si:52]([C:49]([CH3:51])([CH3:50])[CH3:48])([CH3:54])[CH3:53])[CH:16]=3)[C:3]=12. The catalyst class is: 2.